From a dataset of Reaction yield outcomes from USPTO patents with 853,638 reactions. Predict the reaction yield, written as a fraction of the theoretical maximum amount of product (1.0 means a 100% yield; for example, 0.34 means a 34% yield). (1) The reactants are [N:1]1[C:9]2[C:4](=[N:5][CH:6]=[CH:7][CH:8]=2)[NH:3][C:2]=1[C:10]1[C:11]([O:20][CH3:21])=[CH:12][C:13]([O:18][CH3:19])=[C:14]([CH:17]=1)[CH:15]=O.[C:22]([C:25]1[CH:30]=[CH:29][C:28]([S:31]([NH2:34])(=[O:33])=[O:32])=[CH:27][CH:26]=1)(=[O:24])[CH3:23]. No catalyst specified. The product is [N:1]1[C:9]2[C:4](=[N:5][CH:6]=[CH:7][CH:8]=2)[NH:3][C:2]=1[C:10]1[C:11]([O:20][CH3:21])=[CH:12][C:13]([O:18][CH3:19])=[C:14](/[CH:15]=[CH:23]/[C:22]([C:25]2[CH:26]=[CH:27][C:28]([S:31]([NH2:34])(=[O:33])=[O:32])=[CH:29][CH:30]=2)=[O:24])[CH:17]=1. The yield is 0.260. (2) The reactants are [O:1]1[CH2:6][CH2:5][N:4]([C:7]([C:9]2[CH:17]=[CH:16][C:12]([C:13]([OH:15])=O)=[CH:11][CH:10]=2)=[O:8])[CH2:3][CH2:2]1.C(N1C=CN=C1)([N:20]1C=CN=C1)=O.N[C@H]1C[C:35]([N:37]2[CH2:42][CH2:41][N:40](C)[CH2:39][CH2:38]2)=COC1.[O:44]1[C:49]2[CH:50]=[CH:51][CH:52]=[CH:53][C:48]=2[CH:47]=[CH:46][CH2:45]1. The catalyst is CN(C)C=O. The product is [CH3:35][N:37]1[CH2:42][CH2:41][N:40]([C:53]2[C:48]3[CH2:47][C@H:46]([NH:20][C:13](=[O:15])[C:12]4[CH:11]=[CH:10][C:9]([C:7]([N:4]5[CH2:3][CH2:2][O:1][CH2:6][CH2:5]5)=[O:8])=[CH:17][CH:16]=4)[CH2:45][O:44][C:49]=3[CH:50]=[CH:51][CH:52]=2)[CH2:39][CH2:38]1. The yield is 0.530. (3) The reactants are [Si]([O:8][CH2:9][CH2:10][O:11][C:12]1[C:13]([C:33]2[CH:43]=[CH:42][C:36]([C:37]([N:39]([CH3:41])[CH3:40])=[O:38])=[CH:35][CH:34]=2)=[N:14][C:15]([C:18]2[NH:27][C:26](=[O:28])[C:25]3[C:20](=[CH:21][C:22]([O:31][CH3:32])=[CH:23][C:24]=3[O:29][CH3:30])[N:19]=2)=[CH:16][CH:17]=1)(C(C)(C)C)(C)C.[F-].C([N+](CCCC)(CCCC)CCCC)CCC. The catalyst is C1COCC1. The product is [CH3:30][O:29][C:24]1[CH:23]=[C:22]([O:31][CH3:32])[CH:21]=[C:20]2[C:25]=1[C:26](=[O:28])[NH:27][C:18]([C:15]1[N:14]=[C:13]([C:33]3[CH:43]=[CH:42][C:36]([C:37]([N:39]([CH3:41])[CH3:40])=[O:38])=[CH:35][CH:34]=3)[C:12]([O:11][CH2:10][CH2:9][OH:8])=[CH:17][CH:16]=1)=[N:19]2. The yield is 0.350. (4) The reactants are [NH2:1][C:2]1[N:7]=[CH:6][N:5]=[C:4]2[N:8]([CH2:25][C@H:26]([NH:28][C:29](=[O:45])[C:30]([C:43]#[N:44])=[CH:31][C:32]([NH:35]C(=O)OC(C)(C)C)([CH3:34])[CH3:33])[CH3:27])[N:9]=[C:10]([C:11]3[CH:16]=[CH:15][C:14]([O:17][C:18]4[CH:23]=[CH:22][CH:21]=[CH:20][CH:19]=4)=[CH:13][C:12]=3[F:24])[C:3]=12.[ClH:46].C(OCC)C. The catalyst is CO.O1CCOCC1. The product is [ClH:46].[NH2:35][C:32]([CH3:33])([CH3:34])[CH:31]=[C:30]([C:43]#[N:44])[C:29]([NH:28][C@H:26]([CH3:27])[CH2:25][N:8]1[C:4]2=[N:5][CH:6]=[N:7][C:2]([NH2:1])=[C:3]2[C:10]([C:11]2[CH:16]=[CH:15][C:14]([O:17][C:18]3[CH:23]=[CH:22][CH:21]=[CH:20][CH:19]=3)=[CH:13][C:12]=2[F:24])=[N:9]1)=[O:45]. The yield is 0.950. (5) The reactants are C[O:2][C:3]([C:5]1[CH:10]=[N:9][C:8]([O:11][CH2:12][C:13]2[C:14]([C:19]3[CH:24]=[CH:23][CH:22]=[CH:21][CH:20]=3)=[N:15][O:16][C:17]=2[CH3:18])=[CH:7][N:6]=1)=[O:4].[OH-].[Na+].C(=O)([O-])[O-].[Na+].[Na+]. The catalyst is C(O)C. The product is [CH3:18][C:17]1[O:16][N:15]=[C:14]([C:19]2[CH:20]=[CH:21][CH:22]=[CH:23][CH:24]=2)[C:13]=1[CH2:12][O:11][C:8]1[N:9]=[CH:10][C:5]([C:3]([OH:4])=[O:2])=[N:6][CH:7]=1. The yield is 0.860. (6) The reactants are [CH:1]1([N:4]2[CH:8]=[C:7]([C:9]3[CH:10]=[C:11]4[C:16](=[CH:17][CH:18]=3)[N:15]([C:19](=[O:21])[CH3:20])[C@@H:14]([CH3:22])[CH2:13][NH:12]4)[CH:6]=[N:5]2)[CH2:3][CH2:2]1.Cl[C:24]1[O:25][C:26]2[CH:32]=[CH:31][CH:30]=[CH:29][C:27]=2[N:28]=1.C1(P(C2C=CC=CC=2)C2C3OC4C(=CC=CC=4P(C4C=CC=CC=4)C4C=CC=CC=4)C(C)(C)C=3C=CC=2)C=CC=CC=1.C(=O)([O-])[O-].[Cs+].[Cs+]. The catalyst is C(O)(C)(C)C.C1C=CC(/C=C/C(/C=C/C2C=CC=CC=2)=O)=CC=1.C1C=CC(/C=C/C(/C=C/C2C=CC=CC=2)=O)=CC=1.C1C=CC(/C=C/C(/C=C/C2C=CC=CC=2)=O)=CC=1.[Pd].[Pd]. The product is [O:25]1[C:26]2[CH:32]=[CH:31][CH:30]=[CH:29][C:27]=2[N:28]=[C:24]1[N:12]1[C:11]2[C:16](=[CH:17][CH:18]=[C:9]([C:7]3[CH:6]=[N:5][N:4]([CH:1]4[CH2:3][CH2:2]4)[CH:8]=3)[CH:10]=2)[N:15]([C:19](=[O:21])[CH3:20])[C@@H:14]([CH3:22])[CH2:13]1. The yield is 0.880.